This data is from Forward reaction prediction with 1.9M reactions from USPTO patents (1976-2016). The task is: Predict the product of the given reaction. Given the reactants C(OC(=O)[NH:7][C:8]1[CH:13]=[C:12]([N:14]([CH:16]([CH3:18])[CH3:17])[CH3:15])[C:11]([Cl:19])=[CH:10][C:9]=1[NH:20][C:21](=[O:45])[CH2:22][C:23](=O)[C:24]1[CH:29]=[CH:28][CH:27]=[C:26]([C:30]2[CH:35]=[CH:34][N:33]=[C:32]([CH2:36][O:37]C3CCCCO3)[CH:31]=2)[CH:25]=1)(C)(C)C.C(O)(C(F)(F)F)=O, predict the reaction product. The product is: [Cl:19][C:11]1[C:12]([N:14]([CH:16]([CH3:18])[CH3:17])[CH3:15])=[CH:13][C:8]2[N:7]=[C:23]([C:24]3[CH:29]=[CH:28][CH:27]=[C:26]([C:30]4[CH:35]=[CH:34][N:33]=[C:32]([CH2:36][OH:37])[CH:31]=4)[CH:25]=3)[CH2:22][C:21](=[O:45])[NH:20][C:9]=2[CH:10]=1.